This data is from Forward reaction prediction with 1.9M reactions from USPTO patents (1976-2016). The task is: Predict the product of the given reaction. (1) Given the reactants [Cl:1][C:2]1[N:7]=[CH:6][N:5]=[C:4]([NH2:8])[C:3]=1[NH2:9].[CH2:10]([O:12][C:13](OCC)(OCC)[C:14](OCC)=[O:15])C.C12(CS(O)(=O)=O)C(C)(C)C(CC1)CC2=O, predict the reaction product. The product is: [Cl:1][C:2]1[C:3]2[N:9]=[C:13]([O:12][CH3:10])[C:14](=[O:15])[NH:8][C:4]=2[N:5]=[CH:6][N:7]=1. (2) Given the reactants [Na].ClC(Cl)(Cl)[C:4]([C:6]1[NH:7][CH:8]=[C:9]([I:11])[CH:10]=1)=[O:5].[CH3:14][OH:15], predict the reaction product. The product is: [CH3:14][O:15][C:4]([C:6]1[NH:7][CH:8]=[C:9]([I:11])[CH:10]=1)=[O:5]. (3) Given the reactants [CH2:1]([N:8]1[CH:12]=[C:11]([C:13]2[NH:21][C:20]3[C:19](=[O:22])[N:18]([CH2:23][CH2:24][CH3:25])[C:17](Cl)=[N:16][C:15]=3[N:14]=2)[CH:10]=[N:9]1)[C:2]1[CH:7]=[CH:6][CH:5]=[CH:4][CH:3]=1.C(N(C(C)C)CC)(C)C.CNC.[CH3:39][OH:40], predict the reaction product. The product is: [CH2:1]([N:8]1[CH:12]=[C:11]([C:13]2[NH:21][C:20]3[C:19](=[O:22])[N:18]([CH2:23][CH2:24][CH3:25])[C:17]([O:40][CH3:39])=[N:16][C:15]=3[N:14]=2)[CH:10]=[N:9]1)[C:2]1[CH:7]=[CH:6][CH:5]=[CH:4][CH:3]=1. (4) Given the reactants [Cl:1][C:2]1[CH:7]=[CH:6][C:5]([CH3:8])=[CH:4][C:3]=1[O:9][CH3:10].[Br:11]N1C(=O)CCC1=O, predict the reaction product. The product is: [Cl:1][C:2]1[CH:7]=[CH:6][C:5]([CH2:8][Br:11])=[CH:4][C:3]=1[O:9][CH3:10]. (5) Given the reactants Br[C:2]1[CH:11]=[CH:10][C:9]2[O:8][CH2:7][C:6]3[CH:12]=[C:13]([C:15]([N:17]([C:19]4[CH:24]=[CH:23][C:22]([F:25])=[CH:21][C:20]=4[F:26])[CH3:18])=[O:16])[S:14][C:5]=3[C:4]=2[CH:3]=1.[Cu](C#N)[C:28]#[N:29], predict the reaction product. The product is: [C:28]([C:2]1[CH:11]=[CH:10][C:9]2[O:8][CH2:7][C:6]3[CH:12]=[C:13]([C:15]([N:17]([C:19]4[CH:24]=[CH:23][C:22]([F:25])=[CH:21][C:20]=4[F:26])[CH3:18])=[O:16])[S:14][C:5]=3[C:4]=2[CH:3]=1)#[N:29]. (6) Given the reactants C[O:2][C:3]([C:5]1[C:6]([C:24]2[CH:29]=[CH:28][C:27]([C:30]([OH:32])=O)=[CH:26][CH:25]=2)=[CH:7][CH:8]=[C:9]([C:11]2[S:12][CH:13]=[C:14]([C:16]3[CH:21]=[CH:20][C:19]([Cl:22])=[C:18]([Cl:23])[CH:17]=3)[N:15]=2)[CH:10]=1)=[O:4].[NH2:33][CH2:34][C:35]1[CH:36]=[N:37][CH:38]=[CH:39][CH:40]=1, predict the reaction product. The product is: [Cl:23][C:18]1[CH:17]=[C:16]([C:14]2[N:15]=[C:11]([C:9]3[CH:10]=[C:5]([C:3]([OH:2])=[O:4])[C:6]([C:24]4[CH:29]=[CH:28][C:27]([C:30](=[O:32])[NH:33][CH2:34][C:35]5[CH:36]=[N:37][CH:38]=[CH:39][CH:40]=5)=[CH:26][CH:25]=4)=[CH:7][CH:8]=3)[S:12][CH:13]=2)[CH:21]=[CH:20][C:19]=1[Cl:22]. (7) Given the reactants [CH2:1]([C:5]1[CH:11]=[CH:10][C:8]([NH2:9])=[CH:7][CH:6]=1)[CH2:2][CH2:3][CH3:4].Cl.[N:13]([O-])=O.[Na+].[CH2:17]([CH:19]([CH2:30][CH2:31][CH2:32][CH3:33])[CH2:20][O:21][C:22]1[CH:28]=[CH:27][C:26]([CH3:29])=[CH:25][C:23]=1[NH2:24])[CH3:18], predict the reaction product. The product is: [CH2:1]([C:5]1[CH:6]=[CH:7][C:8]([N:9]=[N:13][C:27]2[C:26]([CH3:29])=[CH:25][C:23]([NH2:24])=[C:22]([O:21][CH2:20][CH:19]([CH2:17][CH3:18])[CH2:30][CH2:31][CH2:32][CH3:33])[CH:28]=2)=[CH:10][CH:11]=1)[CH2:2][CH2:3][CH3:4].